From a dataset of Full USPTO retrosynthesis dataset with 1.9M reactions from patents (1976-2016). Predict the reactants needed to synthesize the given product. (1) The reactants are: [C:1]([CH2:4][CH2:5][CH2:6][N:7]([CH3:67])[C@H:8]([C:12]([NH:14][C@H:15]([C:19]([N:21]([C@@H:23]([C@@H:63]([CH3:66])[CH2:64][CH3:65])[C@H:24]([O:61][CH3:62])[CH2:25][C:26]([N:28]1[CH2:32][CH2:31][CH2:30][C@H:29]1[C@H:33]([O:59][CH3:60])[C@@H:34]([CH3:58])[C:35](=[O:57])[NH:36][C@H:37](/[CH:45]=[CH:46]/[C:47]1[CH:52]=[CH:51][C:50]([S:53]([OH:56])(=[O:55])=[O:54])=[CH:49][CH:48]=1)[CH2:38][C:39]1[CH:44]=[CH:43][CH:42]=[CH:41][CH:40]=1)=[O:27])[CH3:22])=[O:20])[CH:16]([CH3:18])[CH3:17])=[O:13])[CH:9]([CH3:11])[CH3:10])([OH:3])=[O:2].O[N:69]1[C:73](=[O:74])[CH2:72][CH2:71][C:70]1=[O:75].CCN=C=NCCCN(C)C. Given the product [O:75]=[C:70]1[CH2:71][CH2:72][C:73](=[O:74])[N:69]1[O:2][C:1](=[O:3])[CH2:4][CH2:5][CH2:6][N:7]([CH3:67])[C@H:8]([C:12]([NH:14][C@H:15]([C:19]([N:21]([C@@H:23]([C@@H:63]([CH3:66])[CH2:64][CH3:65])[C@H:24]([O:61][CH3:62])[CH2:25][C:26]([N:28]1[CH2:32][CH2:31][CH2:30][C@H:29]1[C@H:33]([O:59][CH3:60])[C@@H:34]([CH3:58])[C:35](=[O:57])[NH:36][C@H:37](/[CH:45]=[CH:46]/[C:47]1[CH:48]=[CH:49][C:50]([S:53]([OH:56])(=[O:55])=[O:54])=[CH:51][CH:52]=1)[CH2:38][C:39]1[CH:40]=[CH:41][CH:42]=[CH:43][CH:44]=1)=[O:27])[CH3:22])=[O:20])[CH:16]([CH3:18])[CH3:17])=[O:13])[CH:9]([CH3:11])[CH3:10], predict the reactants needed to synthesize it. (2) The reactants are: [CH3:1][O:2][C:3](=[O:39])[C:4]([N:6]([C:13]1[CH:18]=[CH:17][CH:16]=[CH:15][C:14]=1[C:19](=[O:38])[CH2:20][CH2:21][C:22]1[CH:27]=[CH:26][C:25]([S:28]([N:31]2[CH2:36][CH2:35][N:34]([CH3:37])[CH2:33][CH2:32]2)(=[O:30])=[O:29])=[CH:24][CH:23]=1)[C:7]1[CH:12]=[CH:11][CH:10]=[CH:9][CH:8]=1)=O.C([O-])([O-])=O.[K+].[K+]. Given the product [CH3:1][O:2][C:3]([C:4]1[N:6]([C:7]2[CH:8]=[CH:9][CH:10]=[CH:11][CH:12]=2)[C:13]2[C:14]([C:19](=[O:38])[C:20]=1[CH2:21][C:22]1[CH:27]=[CH:26][C:25]([S:28]([N:31]3[CH2:36][CH2:35][N:34]([CH3:37])[CH2:33][CH2:32]3)(=[O:29])=[O:30])=[CH:24][CH:23]=1)=[CH:15][CH:16]=[CH:17][CH:18]=2)=[O:39], predict the reactants needed to synthesize it. (3) Given the product [CH2:8]([O:10][C:11]([C:12]1[C:13]([C:14]([F:16])([F:17])[F:15])=[CH:3][N:4]([CH3:7])[N:5]=1)=[O:18])[CH3:9], predict the reactants needed to synthesize it. The reactants are: OC1O[NH2+:5][N:4]([CH3:7])[CH:3]=1.[CH2:8]([O:10][C:11](=[O:18])[C:12]#[C:13][C:14]([F:17])([F:16])[F:15])[CH3:9]. (4) Given the product [CH3:22][C:21]1[CH:20]=[CH:19][N:18]=[CH:17][C:16]=1[N:2]1[CH2:3][CH2:4][C:5]2[C:13]3[C:8](=[CH:9][CH:10]=[CH:11][CH:12]=3)[NH:7][C:6]=2[C:1]1=[O:14], predict the reactants needed to synthesize it. The reactants are: [C:1]1(=[O:14])[C:6]2[NH:7][C:8]3[C:13]([C:5]=2[CH2:4][CH2:3][NH:2]1)=[CH:12][CH:11]=[CH:10][CH:9]=3.I[C:16]1[CH:17]=[N:18][CH:19]=[CH:20][C:21]=1[CH3:22].P([O-])([O-])([O-])=O.[K+].[K+].[K+]. (5) Given the product [Cl:34][C:22]1[C:23]([F:25])=[C:24]2[C:19](=[C:20]([F:26])[CH:21]=1)[O:18][CH2:17][CH:16]1[C:11]2([S:8]([C:5]2[CH:6]=[CH:7][C:2]([Cl:1])=[CH:3][CH:4]=2)(=[O:9])=[O:10])[CH2:12][CH2:13][CH2:14][NH:15]1, predict the reactants needed to synthesize it. The reactants are: [Cl:1][C:2]1[CH:7]=[CH:6][C:5]([S:8]([C:11]23[C:24]4[C:19](=[C:20]([F:26])[CH:21]=[CH:22][C:23]=4[F:25])[O:18][CH2:17][CH:16]2[NH:15][CH2:14][CH2:13][CH2:12]3)(=[O:10])=[O:9])=[CH:4][CH:3]=1.C(N(CC)CC)C.[Cl:34]CCl. (6) Given the product [NH2:1][C:2]1[N:7]=[C:6]([NH:9][C:10]2[CH:11]=[CH:12][C:13]([S:16]([NH:19][C:20](=[O:27])[C:21]3[CH:26]=[CH:25][CH:24]=[CH:23][CH:22]=3)(=[O:18])=[O:17])=[CH:14][CH:15]=2)[CH:5]=[CH:4][N:3]=1, predict the reactants needed to synthesize it. The reactants are: [NH2:1][C:2]1[N:7]=[C:6](Cl)[CH:5]=[CH:4][N:3]=1.[NH2:9][C:10]1[CH:15]=[CH:14][C:13]([S:16]([NH:19][C:20](=[O:27])[C:21]2[CH:26]=[CH:25][CH:24]=[CH:23][CH:22]=2)(=[O:18])=[O:17])=[CH:12][CH:11]=1.CCN(C(C)C)C(C)C.